Dataset: Full USPTO retrosynthesis dataset with 1.9M reactions from patents (1976-2016). Task: Predict the reactants needed to synthesize the given product. (1) Given the product [Cl:15][C:16]1[CH:21]=[CH:20][CH:19]=[CH:18][C:17]=1[O:22][C:2]1[CH:7]=[N:6][NH:5][C:4](=[O:14])[CH:3]=1, predict the reactants needed to synthesize it. The reactants are: I[C:2]1[CH:7]=[N:6][N:5](C2CCCCO2)[C:4](=[O:14])[CH:3]=1.[Cl:15][C:16]1[CH:21]=[CH:20][CH:19]=[CH:18][C:17]=1[OH:22]. (2) Given the product [Si:1]([O:8][CH2:9][C:10]([CH3:14])([CH3:13])[CH:11]=[C:17]([C:15]#[N:16])[C:18]([OH:20])=[O:19])([C:4]([CH3:7])([CH3:6])[CH3:5])([CH3:3])[CH3:2], predict the reactants needed to synthesize it. The reactants are: [Si:1]([O:8][CH2:9][C:10]([CH3:14])([CH3:13])[CH:11]=O)([C:4]([CH3:7])([CH3:6])[CH3:5])([CH3:3])[CH3:2].[C:15]([CH2:17][C:18]([OH:20])=[O:19])#[N:16].C([O-])(=O)C.[NH4+]. (3) Given the product [Br:4][C:5]1[CH:6]=[CH:7][C:8]([CH2:11][C@H:12]([O:17][CH2:1][CH3:2])[C:13]([O:15][CH3:16])=[O:14])=[CH:9][CH:10]=1, predict the reactants needed to synthesize it. The reactants are: [CH2:1](I)[CH3:2].[Br:4][C:5]1[CH:10]=[CH:9][C:8]([CH2:11][C@H:12]([OH:17])[C:13]([O:15][CH3:16])=[O:14])=[CH:7][CH:6]=1. (4) Given the product [CH2:31]([O:30][C:27]1[CH:28]=[CH:29][C:24]([C:22]2[NH:21][C:19]3=[N:20][C:15]([CH2:14][N:11]4[CH2:10][CH2:9][NH:8][CH2:13][CH2:12]4)=[CH:16][CH:17]=[C:18]3[N:23]=2)=[CH:25][CH:26]=1)[C:32]1[CH:33]=[CH:34][CH:35]=[CH:36][CH:37]=1, predict the reactants needed to synthesize it. The reactants are: C(OC([N:8]1[CH2:13][CH2:12][N:11]([CH2:14][C:15]2[N:20]=[C:19]3[N:21](COCC[Si](C)(C)C)[C:22]([C:24]4[CH:29]=[CH:28][C:27]([O:30][CH2:31][C:32]5[CH:37]=[CH:36][CH:35]=[CH:34][CH:33]=5)=[CH:26][CH:25]=4)=[N:23][C:18]3=[CH:17][CH:16]=2)[CH2:10][CH2:9]1)=O)(C)(C)C.C(O)(C(F)(F)F)=O. (5) Given the product [I:16][C:11]1[C:12]([CH3:14])=[CH:13][C:4]([CH:1]([CH3:3])[CH3:2])=[C:5]([CH:10]=1)[C:6]([O:8][CH3:9])=[O:7], predict the reactants needed to synthesize it. The reactants are: [CH:1]([C:4]1[CH:13]=[C:12]([CH3:14])[CH:11]=[CH:10][C:5]=1[C:6]([O:8][CH3:9])=[O:7])([CH3:3])[CH3:2].[I-].[I:16]([O-])(=O)(=O)=O.[Na+].S(=O)(=O)(O)O. (6) The reactants are: C([O:5][C:6](=[O:45])[CH2:7][N:8](C(OC(C)(C)C)=O)[C:9]1[CH:14]=[CH:13][CH:12]=[C:11]([CH:15]([S:29]([C:32]2[CH:33]=[N:34][CH:35]=[CH:36][CH:37]=2)(=[O:31])=[O:30])[NH:16][CH2:17][C:18]2[CH:23]=[CH:22][C:21]([N:24]3[CH:28]=[N:27][CH:26]=[N:25]3)=[CH:20][CH:19]=2)[N:10]=1)(C)(C)C.C(OC(=O)CN(C(OC(C)(C)C)=O)C1C=CC=C(C(CC2C=CC(C3C=CC=CN=3)=CC=2)NS(C2C=NC=CC=2)(=O)=O)N=1)(C)(C)C. Given the product [N:34]1[CH:35]=[CH:36][CH:37]=[C:32]([S:29]([CH:15]([NH:16][CH2:17][C:18]2[CH:23]=[CH:22][C:21]([N:24]3[CH:28]=[N:27][CH:26]=[N:25]3)=[CH:20][CH:19]=2)[C:11]2[N:10]=[C:9]([NH:8][CH2:7][C:6]([OH:45])=[O:5])[CH:14]=[CH:13][CH:12]=2)(=[O:30])=[O:31])[CH:33]=1, predict the reactants needed to synthesize it. (7) Given the product [F:12][C:11]([F:14])([F:13])[C:10]1[C:6]2[C:4](=[O:3])[NH:18][CH:16]=[N:15][C:7]=2[S:8][CH:9]=1, predict the reactants needed to synthesize it. The reactants are: C([O:3][C:4]([C:6]1[C:10]([C:11]([F:14])([F:13])[F:12])=[CH:9][S:8][C:7]=1[NH2:15])=O)C.[CH:16]([NH2:18])=O.